From a dataset of Forward reaction prediction with 1.9M reactions from USPTO patents (1976-2016). Predict the product of the given reaction. Given the reactants [O:1]=[C:2]1[CH2:8][CH2:7][CH2:6][N:5]([C:9]([O:11][C:12]([CH3:15])([CH3:14])[CH3:13])=[O:10])[CH2:4][CH2:3]1.[Br:16]Br.CCN(CC)CC.CC(OC(OC(OC(C)(C)C)=O)=O)(C)C, predict the reaction product. The product is: [Br:16][CH:8]1[C:2](=[O:1])[CH2:3][CH2:4][N:5]([C:9]([O:11][C:12]([CH3:15])([CH3:14])[CH3:13])=[O:10])[CH2:6][CH2:7]1.